From a dataset of Full USPTO retrosynthesis dataset with 1.9M reactions from patents (1976-2016). Predict the reactants needed to synthesize the given product. (1) Given the product [CH3:1][O:2][C:3]1[CH:4]=[C:5]([C:11]2[N:12]=[C:13]([NH:23][CH2:24][CH3:25])[S:14][C:15]=2[C:16]2[CH:21]=[CH:20][N:19]=[C:18]([NH:40][C:29]3[CH:30]=[CH:31][C:32]([N:33]4[CH2:38][CH2:37][N:36]([CH3:39])[CH2:35][CH2:34]4)=[C:27]([Cl:26])[CH:28]=3)[N:17]=2)[CH:6]=[C:7]([O:9][CH3:10])[CH:8]=1, predict the reactants needed to synthesize it. The reactants are: [CH3:1][O:2][C:3]1[CH:4]=[C:5]([C:11]2[N:12]=[C:13]([NH:23][CH2:24][CH3:25])[S:14][C:15]=2[C:16]2[CH:21]=[CH:20][N:19]=[C:18](Cl)[N:17]=2)[CH:6]=[C:7]([O:9][CH3:10])[CH:8]=1.[Cl:26][C:27]1[CH:28]=[C:29]([NH2:40])[CH:30]=[CH:31][C:32]=1[N:33]1[CH2:38][CH2:37][N:36]([CH3:39])[CH2:35][CH2:34]1. (2) Given the product [CH2:1]([O:8][C:9]1[CH:32]=[CH:31][C:12]([C@@H:13]([OH:14])[C@@H:15]2[CH2:19][CH2:18][C:17](=[O:20])[N:16]2[CH2:21][CH2:22][NH:23][C:24](=[O:30])[O:25][C:26]([CH3:28])([CH3:29])[CH3:27])=[C:11]([CH3:33])[CH:10]=1)[C:2]1[CH:3]=[CH:4][CH:5]=[CH:6][CH:7]=1, predict the reactants needed to synthesize it. The reactants are: [CH2:1]([O:8][C:9]1[CH:32]=[CH:31][C:12]([C:13]([C@@H:15]2[CH2:19][CH2:18][C:17](=[O:20])[N:16]2[CH2:21][CH2:22][NH:23][C:24](=[O:30])[O:25][C:26]([CH3:29])([CH3:28])[CH3:27])=[O:14])=[C:11]([CH3:33])[CH:10]=1)[C:2]1[CH:7]=[CH:6][CH:5]=[CH:4][CH:3]=1. (3) The reactants are: [Cl:1][C:2]1[CH:7]=[CH:6][N:5]2[N:8]=[CH:9][C:10]([C:11](Cl)=[O:12])=[C:4]2[N:3]=1.Cl.[F:15][C:16]1[CH:17]=[C:18]([CH:27]([NH2:31])[CH2:28][O:29][CH3:30])[CH:19]=[CH:20][C:21]=1[O:22][C:23]([F:26])([F:25])[F:24].C(N(CC)CC)C.O. Given the product [Cl:1][C:2]1[CH:7]=[CH:6][N:5]2[N:8]=[CH:9][C:10]([C:11]([NH:31][CH:27]([C:18]3[CH:19]=[CH:20][C:21]([O:22][C:23]([F:24])([F:25])[F:26])=[C:16]([F:15])[CH:17]=3)[CH2:28][O:29][CH3:30])=[O:12])=[C:4]2[N:3]=1, predict the reactants needed to synthesize it.